Dataset: Aqueous solubility values for 9,982 compounds from the AqSolDB database. Task: Regression/Classification. Given a drug SMILES string, predict its absorption, distribution, metabolism, or excretion properties. Task type varies by dataset: regression for continuous measurements (e.g., permeability, clearance, half-life) or binary classification for categorical outcomes (e.g., BBB penetration, CYP inhibition). For this dataset (solubility_aqsoldb), we predict Y. (1) The drug is O=[N+](O)OCCCCCCO[N+](=O)O. The Y is -2.77 log mol/L. (2) The compound is Cc1cc(Cl)ccc1OCCCC(=O)O. The Y is -3.68 log mol/L.